This data is from Peptide-MHC class I binding affinity with 185,985 pairs from IEDB/IMGT. The task is: Regression. Given a peptide amino acid sequence and an MHC pseudo amino acid sequence, predict their binding affinity value. This is MHC class I binding data. (1) The peptide sequence is TYSAGIVQI. The MHC is HLA-B58:01 with pseudo-sequence HLA-B58:01. The binding affinity (normalized) is 0. (2) The peptide sequence is YLWFKRHVY. The MHC is HLA-A02:12 with pseudo-sequence HLA-A02:12. The binding affinity (normalized) is 0.177.